From a dataset of NCI-60 drug combinations with 297,098 pairs across 59 cell lines. Regression. Given two drug SMILES strings and cell line genomic features, predict the synergy score measuring deviation from expected non-interaction effect. (1) Drug 1: C1=CC(=C2C(=C1NCCNCCO)C(=O)C3=C(C=CC(=C3C2=O)O)O)NCCNCCO. Drug 2: CCC1(CC2CC(C3=C(CCN(C2)C1)C4=CC=CC=C4N3)(C5=C(C=C6C(=C5)C78CCN9C7C(C=CC9)(C(C(C8N6C=O)(C(=O)OC)O)OC(=O)C)CC)OC)C(=O)OC)O.OS(=O)(=O)O. Cell line: HCT116. Synergy scores: CSS=58.9, Synergy_ZIP=9.24, Synergy_Bliss=11.9, Synergy_Loewe=13.0, Synergy_HSA=14.2. (2) Drug 1: COC1=C(C=C2C(=C1)N=CN=C2NC3=CC(=C(C=C3)F)Cl)OCCCN4CCOCC4. Drug 2: C1=C(C(=O)NC(=O)N1)N(CCCl)CCCl. Cell line: IGROV1. Synergy scores: CSS=65.4, Synergy_ZIP=8.09, Synergy_Bliss=7.97, Synergy_Loewe=10.4, Synergy_HSA=16.0. (3) Drug 1: C1=C(C(=O)NC(=O)N1)N(CCCl)CCCl. Drug 2: CCCS(=O)(=O)NC1=C(C(=C(C=C1)F)C(=O)C2=CNC3=C2C=C(C=N3)C4=CC=C(C=C4)Cl)F. Cell line: MCF7. Synergy scores: CSS=27.8, Synergy_ZIP=3.94, Synergy_Bliss=6.64, Synergy_Loewe=-0.00199, Synergy_HSA=5.58.